Dataset: Catalyst prediction with 721,799 reactions and 888 catalyst types from USPTO. Task: Predict which catalyst facilitates the given reaction. (1) Reactant: [CH3:1][C:2]1([CH3:23])[CH2:7][O:6][CH:5]([C:8]2[CH:18]=[C:17]([O:19][CH3:20])[C:16]([O:21][CH3:22])=[CH:15][C:9]=2/[C:10](/[NH:13][OH:14])=[N:11]/[H])[O:4][CH2:3]1.[CH2:24]1CCN2C(=NCCC2)C[CH2:25]1.C(OC(=O)C)(=O)C. Product: [CH3:1][C:2]1([CH3:23])[CH2:7][O:6][CH:5]([C:8]2[CH:18]=[C:17]([O:19][CH3:20])[C:16]([O:21][CH3:22])=[CH:15][C:9]=2[C:10]2[N:11]=[C:24]([CH3:25])[O:14][N:13]=2)[O:4][CH2:3]1. The catalyst class is: 3. (2) Reactant: [Cl:1][CH2:2][CH2:3][N:4]([P:8]([N:27]([CH2:31][CH2:32][Cl:33])[CH2:28][CH2:29][Cl:30])([O:10][CH2:11][CH2:12][S:13][CH2:14][C@@H:15]([C:24]([OH:26])=[O:25])[NH:16]C(OC(C)(C)C)=O)=[O:9])[CH2:5][CH2:6][Cl:7].Cl[Si](C)(C)[CH3:36].CO. Product: [CH3:36][O:26][C:24](=[O:25])[C@H:15]([CH2:14][S:13][CH2:12][CH2:11][O:10][P:8]([N:27]([CH2:31][CH2:32][Cl:33])[CH2:28][CH2:29][Cl:30])([N:4]([CH2:5][CH2:6][Cl:7])[CH2:3][CH2:2][Cl:1])=[O:9])[NH2:16]. The catalyst class is: 96. (3) The catalyst class is: 2. Product: [CH2:31]([O:30][C:28]([N:2]1[CH2:3][C:4]2[C:9](=[CH:8][CH:7]=[CH:6][CH:5]=2)[CH:1]1[C:10]1[CH:15]=[C:14]([F:16])[CH:13]=[CH:12][C:11]=1[OH:17])=[O:29])[C:32]1[CH:37]=[CH:36][CH:35]=[CH:34][CH:33]=1. Reactant: [CH:1]1([C:10]2[CH:15]=[C:14]([F:16])[CH:13]=[CH:12][C:11]=2[OH:17])[C:9]2[C:4](=[CH:5][CH:6]=[CH:7][CH:8]=2)[CH2:3][NH:2]1.CCN(C(C)C)C(C)C.Cl[C:28]([O:30][CH2:31][C:32]1[CH:37]=[CH:36][CH:35]=[CH:34][CH:33]=1)=[O:29].